From a dataset of Full USPTO retrosynthesis dataset with 1.9M reactions from patents (1976-2016). Predict the reactants needed to synthesize the given product. (1) Given the product [N:26]1[CH:27]=[CH:28][CH:29]=[N:30][C:25]=1[N:11]1[CH2:12][C:13]2[C:22](=[O:23])[C:21]3[CH:20]=[CH:19][CH:18]=[CH:17][C:16]=3[NH:15][C:14]=2[CH:10]1[C:5]1[CH:6]=[CH:7][C:8]2[O:9][CH2:1][O:2][C:3]=2[CH:4]=1, predict the reactants needed to synthesize it. The reactants are: [CH2:1]1[O:9][C:8]2[CH:7]=[CH:6][C:5]([CH:10]3[C:14]4[NH:15][C:16]5[CH:17]=[CH:18][CH:19]=[CH:20][C:21]=5[C:22](=[O:23])[C:13]=4[CH2:12][NH:11]3)=[CH:4][C:3]=2[O:2]1.Cl[C:25]1[N:30]=[CH:29][CH:28]=[CH:27][N:26]=1.CO. (2) Given the product [CH2:28]([O:1][C:2]1[CH:3]=[CH:4][C:5]([CH2:6][NH:7][C:8](=[O:23])[CH2:9][CH2:10][C:11]2[CH:16]=[CH:15][C:14]([O:17][CH2:18][C:19]#[CH:20])=[C:13]([O:21][CH3:22])[CH:12]=2)=[CH:24][CH:25]=1)[C:27]#[CH:26], predict the reactants needed to synthesize it. The reactants are: [OH:1][C:2]1[CH:25]=[CH:24][C:5]([CH2:6][NH:7][C:8](=[O:23])[CH2:9][CH2:10][C:11]2[CH:16]=[CH:15][C:14]([O:17][CH2:18][C:19]#[CH:20])=[C:13]([O:21][CH3:22])[CH:12]=2)=[CH:4][CH:3]=1.[CH2:26](Br)[C:27]#[CH:28].C(=O)([O-])[O-].[K+].[K+].C(#N)C. (3) Given the product [Br:1][C:2]1[CH:7]=[CH:6][C:5]([C:8]2[C:17]3[C:12](=[CH:13][C:14]([O:20][CH3:21])=[C:15]([O:18][CH3:19])[CH:16]=3)[CH:11]=[C:10]([OH:22])[CH:9]=2)=[CH:4][CH:3]=1, predict the reactants needed to synthesize it. The reactants are: [Br:1][C:2]1[CH:7]=[CH:6][C:5]([C:8](=O)[CH2:9][C:10](=[O:22])[CH2:11][C:12]2[CH:17]=[CH:16][C:15]([O:18][CH3:19])=[C:14]([O:20][CH3:21])[CH:13]=2)=[CH:4][CH:3]=1.O. (4) Given the product [CH3:1][O:2][C:3]1[C:8]([N+:9]([O-:11])=[O:10])=[C:7]([O:12][CH3:13])[CH:6]=[CH:5][C:4]=1[C:16]#[C:15][C:17]1[CH:18]=[N:19][N:20]([CH3:22])[CH:21]=1, predict the reactants needed to synthesize it. The reactants are: [CH3:1][O:2][C:3]1[C:8]([N+:9]([O-:11])=[O:10])=[C:7]([O:12][CH3:13])[CH:6]=[CH:5][C:4]=1I.[C:15]([C:17]1[CH:18]=[N:19][N:20]([CH3:22])[CH:21]=1)#[CH:16].C(#N)C.